Dataset: Reaction yield outcomes from USPTO patents with 853,638 reactions. Task: Predict the reaction yield, written as a fraction of the theoretical maximum amount of product (1.0 means a 100% yield; for example, 0.34 means a 34% yield). The reactants are Br[C:2]1[CH:3]=[CH:4][C:5]2[N:9]=[C:8]([O:10][CH2:11][C:12]([F:15])([F:14])[F:13])[N:7]([C:16]3[CH:21]=[CH:20][N:19]=[C:18]([NH2:22])[N:17]=3)[C:6]=2[CH:23]=1.[CH3:24][C:25]1[O:29][N:28]=[C:27]([C:30]([OH:34])([C:32]#[CH:33])[CH3:31])[CH:26]=1. The catalyst is CS(C)=O.C(N(CC)CC)C.Cl[Pd](Cl)([P](C1C=CC=CC=1)(C1C=CC=CC=1)C1C=CC=CC=1)[P](C1C=CC=CC=1)(C1C=CC=CC=1)C1C=CC=CC=1. The product is [NH2:22][C:18]1[N:17]=[C:16]([N:7]2[C:6]3[CH:23]=[C:2]([C:33]#[C:32][C:30]([C:27]4[CH:26]=[C:25]([CH3:24])[O:29][N:28]=4)([OH:34])[CH3:31])[CH:3]=[CH:4][C:5]=3[N:9]=[C:8]2[O:10][CH2:11][C:12]([F:15])([F:14])[F:13])[CH:21]=[CH:20][N:19]=1. The yield is 0.390.